Task: Predict the reactants needed to synthesize the given product.. Dataset: Retrosynthesis with 50K atom-mapped reactions and 10 reaction types from USPTO (1) The reactants are: COc1cc2c(cc1OCc1ccccc1)CCN=C2C. Given the product COc1cc2c(cc1OCc1ccccc1)CCNC2C, predict the reactants needed to synthesize it. (2) Given the product O=C(N[C@H]1CC[C@H](CCN2CCN(c3nccc4c3OCC4)CC2)CC1)C(F)(F)F, predict the reactants needed to synthesize it. The reactants are: N[C@H]1CC[C@H](CCN2CCN(c3nccc4c3OCC4)CC2)CC1.O=C(OC(=O)C(F)(F)F)C(F)(F)F. (3) The reactants are: CCCCn1c(=O)c(NC(=O)Nc2c(C(C)C)cccc2C(C)C)c(-c2cccc(OCCN(CC)Cc3ccccc3)c2)c2cccnc21. Given the product CCCCn1c(=O)c(NC(=O)Nc2c(C(C)C)cccc2C(C)C)c(-c2cccc(OCCNCC)c2)c2cccnc21, predict the reactants needed to synthesize it. (4) Given the product Cc1nc(-n2ccc(OCc3nc4ccccc4s3)cc2=O)sc1C(=O)NCc1ccccc1, predict the reactants needed to synthesize it. The reactants are: BrCc1nc2ccccc2s1.Cc1nc(-n2ccc(O)cc2=O)sc1C(=O)NCc1ccccc1. (5) Given the product CC(=O)c1cnc2ccc(Cl)nc2c1N[C@H]1CC[C@H](CN(C)C)CC1, predict the reactants needed to synthesize it. The reactants are: CC(=O)c1cnc2ccc(Cl)nc2c1Cl.CN(C)C[C@H]1CC[C@H](N)CC1. (6) Given the product O=C(NC1Cc2ccccc2N(Cc2noc(=O)[nH]2)C1=O)c1cc2cc(Cl)sc2[nH]1, predict the reactants needed to synthesize it. The reactants are: CCOC(=O)O/N=C(\N)CN1C(=O)C(NC(=O)c2cc3cc(Cl)sc3[nH]2)Cc2ccccc21. (7) Given the product Cc1cc2c(N=C=S)c(F)cc(Cl)c2o1, predict the reactants needed to synthesize it. The reactants are: Cc1cc2c(N)c(F)cc(Cl)c2o1.S=C(Cl)Cl.